Task: Predict the reactants needed to synthesize the given product.. Dataset: Full USPTO retrosynthesis dataset with 1.9M reactions from patents (1976-2016) (1) Given the product [Cl:35][C:25]1[CH:24]=[C:23]2[C:28]([C:20]([C:10]3[C:9]([O:8][CH3:7])=[CH:14][CH:13]=[CH:12][C:11]=3[S:15]([NH2:1])(=[O:17])=[O:16])=[N:21][N:22]2[CH2:36][O:37][CH2:38][CH2:39][Si:40]([CH3:43])([CH3:41])[CH3:42])=[CH:27][C:26]=1[C:29]1[CH:34]=[CH:33][CH:32]=[CH:31][CH:30]=1, predict the reactants needed to synthesize it. The reactants are: [N:1]1C=CC=CC=1.[CH3:7][O:8][C:9]1[CH:10]=[C:11]([S:15](Cl)(=[O:17])=[O:16])[CH:12]=[CH:13][CH:14]=1.N[C:20]1[C:28]2[C:23](=[CH:24][C:25]([Cl:35])=[C:26]([C:29]3[CH:34]=[CH:33][CH:32]=[CH:31][CH:30]=3)[CH:27]=2)[N:22]([CH2:36][O:37][CH2:38][CH2:39][Si:40]([CH3:43])([CH3:42])[CH3:41])[N:21]=1. (2) Given the product [OH:23][C:24]([CH3:39])([C:25]([NH2:42])=[O:27])[C:28]([N:30]([C@@H:2]1[C:8](=[O:9])[N:7]([CH2:10][C:11]([F:14])([F:12])[F:13])[C:6]2[CH:15]=[CH:16][CH:17]=[CH:18][C:5]=2[C:4]2[CH:19]=[CH:20][CH:21]=[CH:22][C:3]1=2)[CH2:31][C:32]([F:38])([F:37])[C:33]([F:36])([F:35])[F:34])=[O:29], predict the reactants needed to synthesize it. The reactants are: N[C@@H:2]1[C:8](=[O:9])[N:7]([CH2:10][C:11]([F:14])([F:13])[F:12])[C:6]2[CH:15]=[CH:16][CH:17]=[CH:18][C:5]=2[C:4]2[CH:19]=[CH:20][CH:21]=[CH:22][C:3]1=2.[OH:23][C:24]([CH3:39])([C:28]([NH:30][CH2:31][C:32]([F:38])([F:37])[C:33]([F:36])([F:35])[F:34])=[O:29])[C:25]([OH:27])=O.O.O[N:42]1C2C=CC=CC=2N=N1.C(N(C(C)C)CC)(C)C.Cl.CN(C)CCCN=C=NCC.